From a dataset of Forward reaction prediction with 1.9M reactions from USPTO patents (1976-2016). Predict the product of the given reaction. (1) Given the reactants C[O:2][C:3](=[O:24])[C:4]1[CH:9]=[C:8]([C:10]2[S:11][CH:12]=[C:13]([C:15]3[CH:20]=[CH:19][C:18]([Cl:21])=[C:17]([Cl:22])[CH:16]=3)[N:14]=2)[CH:7]=[CH:6][C:5]=1Br.Cl.[N:26]1[CH:31]=[CH:30][CH:29]=[C:28](B(O)O)[C:27]=1[CH3:35], predict the reaction product. The product is: [Cl:22][C:17]1[CH:16]=[C:15]([C:13]2[N:14]=[C:10]([C:8]3[CH:7]=[CH:6][C:5]([C:28]4[C:27]([CH3:35])=[N:26][CH:31]=[CH:30][CH:29]=4)=[C:4]([CH:9]=3)[C:3]([OH:2])=[O:24])[S:11][CH:12]=2)[CH:20]=[CH:19][C:18]=1[Cl:21]. (2) Given the reactants C(=O)([O:7][C:8]1[N:12]([C:13]2[CH:18]=[CH:17][CH:16]=[CH:15][N:14]=2)[N:11]=[C:10]([C:19]2[CH:24]=[CH:23][CH:22]=[C:21]([C:25]3[C:34]4[C:29](=[CH:30][CH:31]=[CH:32][CH:33]=4)[CH:28]=[CH:27][CH:26]=3)[CH:20]=2)[CH:9]=1)OC(C)(C)C.C(=O)(OC(C)(C)C)OC1N(C2C=CC=CN=2)N=C(C2C=CC(C3C=CC=CC=3)=CC=2)C=1, predict the reaction product. The product is: [C:25]1([C:21]2[CH:20]=[C:19]([C:10]3[CH:9]=[C:8]([OH:7])[N:12]([C:13]4[CH:18]=[CH:17][CH:16]=[CH:15][N:14]=4)[N:11]=3)[CH:24]=[CH:23][CH:22]=2)[C:34]2[C:29](=[CH:30][CH:31]=[CH:32][CH:33]=2)[CH:28]=[CH:27][CH:26]=1.